This data is from Full USPTO retrosynthesis dataset with 1.9M reactions from patents (1976-2016). The task is: Predict the reactants needed to synthesize the given product. (1) Given the product [CH3:4][C:5]1[CH:6]=[C:7]([NH:11][C:12]2[CH:17]=[CH:16][N:15]=[CH:14][C:13]=2[S:18]([NH:21][C:26]([NH:25][CH:22]([CH3:24])[CH3:23])=[O:27])(=[O:20])=[O:19])[CH:8]=[CH:9][CH:10]=1, predict the reactants needed to synthesize it. The reactants are: O.O.[K].[CH3:4][C:5]1[CH:6]=[C:7]([NH:11][C:12]2[CH:17]=[CH:16][N:15]=[CH:14][C:13]=2[S:18]([NH2:21])(=[O:20])=[O:19])[CH:8]=[CH:9][CH:10]=1.[CH:22]([N:25]=[C:26]=[O:27])([CH3:24])[CH3:23]. (2) Given the product [CH3:1][O:2][C:3]1[CH:4]=[C:5]2[C:10](=[CH:11][C:12]=1[O:13][CH3:14])[C:9]([CH3:15])=[N+:8]([O-:24])[CH:7]=[CH:6]2, predict the reactants needed to synthesize it. The reactants are: [CH3:1][O:2][C:3]1[CH:4]=[C:5]2[C:10](=[CH:11][C:12]=1[O:13][CH3:14])[C:9]([CH3:15])=[N:8][CH:7]=[CH:6]2.C1C=C(Cl)C=C(C(OO)=[O:24])C=1.[OH-].[Na+]. (3) Given the product [CH3:9][C:7]1([CH3:10])[CH2:8][C:3](=[O:2])[CH:4]=[CH:5][CH2:6]1, predict the reactants needed to synthesize it. The reactants are: C[O:2][C:3]1[CH2:8][C:7]([CH3:10])([CH3:9])[CH2:6][C:5](=O)[CH:4]=1.[H-].C([Al+]CC(C)C)C(C)C.[Cl-].[NH4+].S([O-])([O-])(=O)=O.[Mg+2]. (4) The reactants are: [CH3:1][N:2]([CH3:33])[CH2:3][CH2:4][CH2:5][C:6]([O:8][C:9]1[CH:32]=[CH:31][C:12]2[NH:13][C:14]([C:16]3[C:28]4[C:27]5[C:22](=[CH:23][CH:24]=[CH:25][CH:26]=5)[C:21](=[N:29]O)[C:20]=4[CH:19]=[CH:18][CH:17]=3)=[N:15][C:11]=2[CH:10]=1)=[O:7].O.[C:35](O)(=O)C. Given the product [CH:9]([O:8][CH:6]([CH3:5])[CH3:35])([CH3:10])[CH3:32].[CH3:33][N:2]([CH3:1])[CH2:3][CH2:4][CH2:5][C:6]([O:8][C:9]1[CH:32]=[CH:31][C:12]2[NH:13][C:14]([C:16]3[C:28]4[C:27]5[C:22](=[CH:23][CH:24]=[CH:25][CH:26]=5)[CH:21]([NH2:29])[C:20]=4[CH:19]=[CH:18][CH:17]=3)=[N:15][C:11]=2[CH:10]=1)=[O:7], predict the reactants needed to synthesize it.